Task: Predict which catalyst facilitates the given reaction.. Dataset: Catalyst prediction with 721,799 reactions and 888 catalyst types from USPTO (1) Reactant: [C:1]([O:5][C:6](=[O:16])[NH:7][CH2:8][CH:9]1[CH2:14][CH2:13][NH:12][CH:11]([CH3:15])[CH2:10]1)([CH3:4])([CH3:3])[CH3:2].[C:17](Cl)(=[O:28])[O:18][CH2:19][C:20]1[CH:25]=[C:24]([Cl:26])[CH:23]=[C:22]([Cl:27])[CH:21]=1.C(=O)(O)[O-].[Na+]. The catalyst class is: 2. Product: [C:1]([O:5][C:6]([NH:7][CH2:8][CH:9]1[CH2:14][CH2:13][N:12]([C:17]([O:18][CH2:19][C:20]2[CH:21]=[C:22]([Cl:27])[CH:23]=[C:24]([Cl:26])[CH:25]=2)=[O:28])[CH:11]([CH3:15])[CH2:10]1)=[O:16])([CH3:4])([CH3:2])[CH3:3]. (2) Reactant: [NH2:1][C:2]1[CH:7]=[CH:6][CH:5]=[CH:4][CH:3]=1.[O:8]1[C:13]2[CH:14]=[CH:15][CH:16]=[CH:17][C:12]=2[O:11][CH2:10][CH:9]1[C:18]([OH:20])=O.CN(C(O[N:29]1[N:37]=N[C:31]2[CH:32]=CC=[N:35][C:30]1=2)=[N+](C)C)C.F[P-](F)(F)(F)(F)F.CCN(C(C)C)C(C)C. Product: [NH2:35][C:30]1[NH:29][N:37]=[CH:32][C:31]=1[C:5]1[CH:6]=[CH:7][C:2]([NH:1][C:18]([CH:9]2[O:8][C:13]3[CH:14]=[CH:15][CH:16]=[CH:17][C:12]=3[O:11][CH2:10]2)=[O:20])=[CH:3][CH:4]=1. The catalyst class is: 18. (3) Reactant: [H-].[Na+].[Br:3][C:4]1[S:8][C:7](C=O)=[CH:6][CH:5]=1.C([O:13][C:14](=[O:19])[CH2:15][N:16]=[N+:17]=[N-:18])C. Product: [N:16]([CH2:15][C:14]([OH:19])=[O:13])=[N+:17]=[N-:18].[Br:3][C:4]1[S:8][CH:7]=[CH:6][CH:5]=1. The catalyst class is: 8. (4) Reactant: [CH:1]1([N:4]2[CH2:9][CH2:8][CH:7]([C:10]([NH2:12])=O)[CH2:6][CH2:5]2)[CH2:3][CH2:2]1.COC1C=CC(P2(SP(C3C=CC(OC)=CC=3)(=S)S2)=[S:22])=CC=1. The catalyst class is: 1. Product: [CH:1]1([N:4]2[CH2:9][CH2:8][CH:7]([C:10](=[S:22])[NH2:12])[CH2:6][CH2:5]2)[CH2:3][CH2:2]1. (5) Reactant: [N:1]1[CH:6]=[CH:5][CH:4]=[CH:3][C:2]=1[CH2:7][NH:8][C:9]1[CH:14]=[CH:13][C:12]([N+:15]([O-])=O)=[CH:11][N:10]=1.[Cl-].[NH4+]. Product: [NH2:15][C:12]1[CH:13]=[CH:14][C:9]([NH:8][CH2:7][C:2]2[CH:3]=[CH:4][CH:5]=[CH:6][N:1]=2)=[N:10][CH:11]=1. The catalyst class is: 190. (6) Reactant: [H-].[Na+].[NH2:3][CH2:4][C:5]1[CH:10]=[CH:9][N:8]=[CH:7][CH:6]=1.[CH:11]1([CH2:14][N:15]2[C:23]3[C:18](=[CH:19][CH:20]=[CH:21][N:22]=3)[C:17]([C:24](Cl)=[O:25])=[CH:16]2)[CH2:13][CH2:12]1.C(OCC)(=O)C. Product: [N:8]1[CH:9]=[CH:10][C:5]([CH2:4][NH:3][C:24]([C:17]2[C:18]3[C:23](=[N:22][CH:21]=[CH:20][CH:19]=3)[N:15]([CH2:14][CH:11]3[CH2:13][CH2:12]3)[CH:16]=2)=[O:25])=[CH:6][CH:7]=1. The catalyst class is: 20. (7) Reactant: [NH:1]1[C:5]([C:6]#[N:7])=[N:4][CH:3]=[N:2]1.[H-].[Na+].Cl[CH2:11][N:12]1[CH2:16][C@@H:15]([C:17]2[CH:22]=[C:21]([F:23])[C:20]([F:24])=[C:19]([F:25])[CH:18]=2)[CH2:14][C:13]1=[O:26]. Product: [O:26]=[C:13]1[CH2:14][C@H:15]([C:17]2[CH:18]=[C:19]([F:25])[C:20]([F:24])=[C:21]([F:23])[CH:22]=2)[CH2:16][N:12]1[CH2:11][N:1]1[C:5]([C:6]#[N:7])=[N:4][CH:3]=[N:2]1. The catalyst class is: 11.